The task is: Binary Classification. Given a drug SMILES string, predict its activity (active/inactive) in a high-throughput screening assay against a specified biological target.. This data is from M1 muscarinic receptor agonist screen with 61,833 compounds. (1) The drug is S1C(Cc2c(C1)c([nH]c(=O)c2C#N)CCCC)(C)C. The result is 0 (inactive). (2) The molecule is FC(F)(F)c1ccc(Oc2c(OC)cccc2OC)nc1. The result is 0 (inactive).